This data is from NCI-60 drug combinations with 297,098 pairs across 59 cell lines. The task is: Regression. Given two drug SMILES strings and cell line genomic features, predict the synergy score measuring deviation from expected non-interaction effect. (1) Drug 2: C1CN(CCN1C(=O)CCBr)C(=O)CCBr. Drug 1: C1=CC=C(C=C1)NC(=O)CCCCCCC(=O)NO. Synergy scores: CSS=27.7, Synergy_ZIP=-3.92, Synergy_Bliss=0.574, Synergy_Loewe=2.56, Synergy_HSA=1.99. Cell line: SK-OV-3. (2) Drug 1: C1=NC2=C(N=C(N=C2N1C3C(C(C(O3)CO)O)F)Cl)N. Drug 2: CC(C)CN1C=NC2=C1C3=CC=CC=C3N=C2N. Cell line: EKVX. Synergy scores: CSS=2.95, Synergy_ZIP=-0.122, Synergy_Bliss=-0.586, Synergy_Loewe=-0.762, Synergy_HSA=-1.23. (3) Drug 1: C1=NC2=C(N=C(N=C2N1C3C(C(C(O3)CO)O)O)F)N. Drug 2: CC12CCC3C(C1CCC2O)C(CC4=C3C=CC(=C4)O)CCCCCCCCCS(=O)CCCC(C(F)(F)F)(F)F. Cell line: BT-549. Synergy scores: CSS=1.33, Synergy_ZIP=0.315, Synergy_Bliss=1.43, Synergy_Loewe=-0.681, Synergy_HSA=-0.142. (4) Drug 1: C1CCN(CC1)CCOC2=CC=C(C=C2)C(=O)C3=C(SC4=C3C=CC(=C4)O)C5=CC=C(C=C5)O. Drug 2: C1CC(C1)(C(=O)O)C(=O)O.[NH2-].[NH2-].[Pt+2]. Cell line: COLO 205. Synergy scores: CSS=17.7, Synergy_ZIP=1.39, Synergy_Bliss=3.63, Synergy_Loewe=-2.97, Synergy_HSA=-3.40. (5) Drug 1: CCC1=CC2CC(C3=C(CN(C2)C1)C4=CC=CC=C4N3)(C5=C(C=C6C(=C5)C78CCN9C7C(C=CC9)(C(C(C8N6C)(C(=O)OC)O)OC(=O)C)CC)OC)C(=O)OC.C(C(C(=O)O)O)(C(=O)O)O. Drug 2: CCC(=C(C1=CC=CC=C1)C2=CC=C(C=C2)OCCN(C)C)C3=CC=CC=C3.C(C(=O)O)C(CC(=O)O)(C(=O)O)O. Cell line: SN12C. Synergy scores: CSS=34.7, Synergy_ZIP=-10.6, Synergy_Bliss=-5.20, Synergy_Loewe=-10.9, Synergy_HSA=-4.52.